Dataset: Acute oral toxicity (LD50) regression data from Zhu et al.. Task: Regression/Classification. Given a drug SMILES string, predict its toxicity properties. Task type varies by dataset: regression for continuous values (e.g., LD50, hERG inhibition percentage) or binary classification for toxic/non-toxic outcomes (e.g., AMES mutagenicity, cardiotoxicity, hepatotoxicity). Dataset: ld50_zhu. The drug is Cc1ccc(N2C(=O)C=CC2=O)cc1. The rat oral LD50 is 2.42, given as -log10 of the dose in mol/kg body weight (higher means more acutely toxic).